Predict the reaction yield, written as a fraction of the theoretical maximum amount of product (1.0 means a 100% yield; for example, 0.34 means a 34% yield). From a dataset of Reaction yield outcomes from USPTO patents with 853,638 reactions. (1) The reactants are C(OC([N:11]1[CH2:20][CH2:19][C:18]2[C:17]([NH:21][C:22]3[CH:26]=[C:25]([CH:27]4[CH2:29][CH2:28]4)[NH:24][N:23]=3)=[N:16][C:15]([NH:30][C@H:31]([C:33]3[CH:38]=[CH:37][C:36]([F:39])=[CH:35][CH:34]=3)[CH3:32])=[N:14][C:13]=2[CH2:12]1)=O)C1C=CC=CC=1. The catalyst is CCO.[Pd]. The product is [CH:27]1([C:25]2[NH:24][N:23]=[C:22]([NH:21][C:17]3[C:18]4[CH2:19][CH2:20][NH:11][CH2:12][C:13]=4[N:14]=[C:15]([NH:30][C@H:31]([C:33]4[CH:38]=[CH:37][C:36]([F:39])=[CH:35][CH:34]=4)[CH3:32])[N:16]=3)[CH:26]=2)[CH2:28][CH2:29]1. The yield is 0.950. (2) The reactants are [OH:1][N:2]=[C:3](Cl)[C:4]1[C:8]([NH:9][CH2:10][CH2:11][CH2:12][O:13][CH3:14])=[N:7][O:6][N:5]=1.[F:16][C:17]1[CH:22]=[CH:21][C:20]([NH2:23])=[CH:19][C:18]=1[C:24]([F:27])([F:26])[F:25]. No catalyst specified. The product is [F:16][C:17]1[CH:22]=[CH:21][C:20]([NH:23][C:3]([C:4]2[C:8]([NH:9][CH2:10][CH2:11][CH2:12][O:13][CH3:14])=[N:7][O:6][N:5]=2)=[N:2][OH:1])=[CH:19][C:18]=1[C:24]([F:25])([F:26])[F:27]. The yield is 0.870. (3) The product is [NH:8]1[C:3]2[CH:4]=[CH:5][CH:6]=[CH:7][C:2]=2[N:1]=[C:9]1[C:11]1[CH:12]=[C:13](/[CH:16]=[CH:17]/[C:18]2[CH:23]=[CH:22][C:21]([OH:24])=[CH:20][CH:19]=2)[NH:14][N:15]=1. The reactants are [NH2:1][C:2]1[CH:7]=[CH:6][CH:5]=[CH:4][C:3]=1[NH:8][C:9]([C:11]1[NH:15][N:14]=[C:13](/[CH:16]=[CH:17]/[C:18]2[CH:23]=[CH:22][C:21]([OH:24])=[CH:20][CH:19]=2)[CH:12]=1)=O. The catalyst is C(O)(=O)C. The yield is 0.250. (4) The reactants are [CH3:1][C:2]1([CH3:31])[CH2:11][C:10]2[C:5](=[C:6]([C:12]([O:14]C)=[O:13])[CH:7]=[CH:8][CH:9]=2)[NH:4][CH:3]1[C:16]1[CH:21]=[CH:20][CH:19]=[C:18]([C:22](=[O:30])[NH:23][CH:24]2[CH2:28][CH2:27][N:26]([CH3:29])[CH2:25]2)[CH:17]=1.[OH-].[Na+]. The catalyst is CO. The product is [CH3:1][C:2]1([CH3:31])[CH2:11][C:10]2[C:5](=[C:6]([C:12]([OH:14])=[O:13])[CH:7]=[CH:8][CH:9]=2)[NH:4][CH:3]1[C:16]1[CH:21]=[CH:20][CH:19]=[C:18]([C:22](=[O:30])[NH:23][CH:24]2[CH2:28][CH2:27][N:26]([CH3:29])[CH2:25]2)[CH:17]=1. The yield is 0.380. (5) The product is [CH2:33]([NH:35][CH2:28][CH2:27][C:24]1[CH:23]=[CH:22][C:21]([C:18]2[CH:19]=[C:20]3[C:15](=[C:16]([C:30]([NH2:32])=[O:31])[CH:17]=2)[NH:14][CH:13]=[C:12]3[CH:9]2[CH2:10][CH2:11][N:6]([S:3]([CH2:1][CH3:2])(=[O:5])=[O:4])[CH2:7][CH2:8]2)=[CH:26][CH:25]=1)[CH3:34]. The reactants are [CH2:1]([S:3]([N:6]1[CH2:11][CH2:10][CH:9]([C:12]2[C:20]3[C:15](=[C:16]([C:30]([NH2:32])=[O:31])[CH:17]=[C:18]([C:21]4[CH:26]=[CH:25][C:24]([CH2:27][CH:28]=O)=[CH:23][CH:22]=4)[CH:19]=3)[NH:14][CH:13]=2)[CH2:8][CH2:7]1)(=[O:5])=[O:4])[CH3:2].[CH2:33]([NH2:35])[CH3:34].C(O[BH-](OC(=O)C)OC(=O)C)(=O)C.[Na+]. The yield is 0.283. The catalyst is CO.C(Cl)Cl.O1CCCC1.C(O)(=O)C. (6) The reactants are [C:1]([C:3]1[CH:15]=[CH:14][C:6]([CH2:7][N:8]2[CH2:13][CH2:12][O:11][CH2:10][CH2:9]2)=[CH:5][CH:4]=1)#[CH:2].[CH3:16][C:17]1([CH3:24])[C:21]([CH3:23])([CH3:22])[O:20][BH:19][O:18]1. The product is [CH3:16][C:17]1([CH3:24])[C:21]([CH3:23])([CH3:22])[O:20][B:19](/[CH:2]=[CH:1]/[C:3]2[CH:15]=[CH:14][C:6]([CH2:7][N:8]3[CH2:9][CH2:10][O:11][CH2:12][CH2:13]3)=[CH:5][CH:4]=2)[O:18]1. The yield is 0.790. The catalyst is C1(C)C=CC=CC=1. (7) The reactants are Br[C:2]1[N:7]=[C:6]([C:8]([O:10][CH3:11])=[O:9])[C:5]([O:12][CH3:13])=[N:4][CH:3]=1.[CH3:14][Zn]C.[Cl-].[NH4+].C(=O)([O-])[O-].[Na+].[Na+]. The catalyst is O1CCCC1.C1(C)C=CC=CC=1.Cl[Ni]1(Cl)[P](C2C=CC=CC=2)(C2C=CC=CC=2)CCC[P]1(C1C=CC=CC=1)C1C=CC=CC=1.C(OCC)(=O)C. The product is [CH3:13][O:12][C:5]1[C:6]([C:8]([O:10][CH3:11])=[O:9])=[N:7][C:2]([CH3:14])=[CH:3][N:4]=1. The yield is 0.730.